Dataset: Full USPTO retrosynthesis dataset with 1.9M reactions from patents (1976-2016). Task: Predict the reactants needed to synthesize the given product. (1) Given the product [C:19]([C:2]1[CH:7]=[CH:6][C:5]([C@H:8]([OH:13])[CH2:9][CH2:10][CH2:11][OH:12])=[CH:4][CH:3]=1)#[CH:20], predict the reactants needed to synthesize it. The reactants are: Br[C:2]1[CH:7]=[CH:6][C:5]([C@H:8]([OH:13])[CH2:9][CH2:10][CH2:11][OH:12])=[CH:4][CH:3]=1.F[B-](F)(F)F.[C:19]([PH+](C(C)(C)C)C(C)(C)C)(C)(C)[CH3:20].CN(C)CCN(C)C.C([Si](C#C)(C(C)C)C(C)C)(C)C.[Cl-].[NH4+].Cl. (2) Given the product [F:1][C:2]1[CH:3]=[C:4]([CH:19]=[CH:20][CH:21]=1)[CH2:5][N:6]1[C:10]2=[N:11][CH:12]=[CH:13][CH:14]=[C:9]2[C:8]([C:15]2[NH:16][C:29](=[O:30])[O:18][N:17]=2)=[N:7]1, predict the reactants needed to synthesize it. The reactants are: [F:1][C:2]1[CH:3]=[C:4]([CH:19]=[CH:20][CH:21]=1)[CH2:5][N:6]1[C:10]2=[N:11][CH:12]=[CH:13][CH:14]=[C:9]2[C:8]([C:15](=[N:17][OH:18])[NH2:16])=[N:7]1.N1C=CC=CC=1.Cl[C:29](OCC(C)C)=[O:30]. (3) Given the product [OH:13][C@H:14]1[CH2:18][CH2:17][CH2:16][C@H:15]1[O:19][C@H:20]1[CH2:21][CH2:22][C@H:23]([N:26]2[C:31](=[O:32])[C:30]([CH2:33][C:34]3[CH:39]=[CH:38][C:37]([C:40]4[CH:45]=[CH:44][CH:43]=[CH:42][C:41]=4[C:46]4[NH:3][C:4](=[O:7])[O:5][N:47]=4)=[CH:36][CH:35]=3)=[C:29]([CH2:48][CH2:49][CH3:50])[N:28]3[N:51]=[CH:52][N:53]=[C:27]23)[CH2:24][CH2:25]1, predict the reactants needed to synthesize it. The reactants are: [Cl-].O[NH3+:3].[C:4](=[O:7])([O-])[OH:5].[Na+].CS(C)=O.[OH:13][C@H:14]1[CH2:18][CH2:17][CH2:16][C@H:15]1[O:19][C@H:20]1[CH2:25][CH2:24][C@H:23]([N:26]2[C:31](=[O:32])[C:30]([CH2:33][C:34]3[CH:39]=[CH:38][C:37]([C:40]4[C:41]([C:46]#[N:47])=[CH:42][CH:43]=[CH:44][CH:45]=4)=[CH:36][CH:35]=3)=[C:29]([CH2:48][CH2:49][CH3:50])[N:28]3[N:51]=[CH:52][N:53]=[C:27]23)[CH2:22][CH2:21]1.